Dataset: Full USPTO retrosynthesis dataset with 1.9M reactions from patents (1976-2016). Task: Predict the reactants needed to synthesize the given product. (1) Given the product [CH2:16]([O:15][C:13](=[O:14])[CH2:12][NH:10][CH2:9][C:5]1[CH:6]=[CH:7][CH:8]=[C:3]([O:2][CH3:1])[CH:4]=1)[CH3:17], predict the reactants needed to synthesize it. The reactants are: [CH3:1][O:2][C:3]1[CH:4]=[C:5]([CH2:9][NH2:10])[CH:6]=[CH:7][CH:8]=1.Br[CH2:12][C:13]([O:15][CH2:16][CH3:17])=[O:14].C([O-])(O)=O.[Na+].C(N(CC)CC)C. (2) The reactants are: [CH3:1][C:2]1[CH:7]=[C:6]([CH3:8])[N:5]=[C:4]([N:9]2[CH2:16][CH:15]3[CH:11]([CH2:12][NH:13][CH2:14]3)[CH2:10]2)[N:3]=1.[CH3:17][C:18]1[CH:26]=[CH:25][C:21]([C:22](O)=[O:23])=[C:20]([N:27]2[N:31]=[CH:30][CH:29]=[N:28]2)[N:19]=1.CN(C(ON1N=NC2C=CC=NC1=2)=[N+](C)C)C.F[P-](F)(F)(F)(F)F.CCN(C(C)C)C(C)C. Given the product [CH3:1][C:2]1[CH:7]=[C:6]([CH3:8])[N:5]=[C:4]([N:9]2[CH2:16][CH:15]3[CH2:14][N:13]([C:22]([C:21]4[C:20]([N:27]5[N:31]=[CH:30][CH:29]=[N:28]5)=[N:19][C:18]([CH3:17])=[CH:26][CH:25]=4)=[O:23])[CH2:12][CH:11]3[CH2:10]2)[N:3]=1, predict the reactants needed to synthesize it. (3) Given the product [Br:1][C:2]1[CH:12]=[CH:11][C:5]2[CH2:6][CH2:7][N:8]([CH:13]3[CH2:16][CH2:15][CH2:14]3)[CH2:9][CH2:10][C:4]=2[CH:3]=1, predict the reactants needed to synthesize it. The reactants are: [Br:1][C:2]1[CH:12]=[CH:11][C:5]2[CH2:6][CH2:7][NH:8][CH2:9][CH2:10][C:4]=2[CH:3]=1.[C:13]1(=O)[CH2:16][CH2:15][CH2:14]1.C(O[BH-](OC(=O)C)OC(=O)C)(=O)C.[Na+].[OH-].[Na+]. (4) The reactants are: [CH3:1][O:2][C:3]1[CH:10]=[C:9]([O:11][CH3:12])[C:8]([O:13][CH3:14])=[CH:7][C:4]=1[CH:5]=O.[CH3:15][CH2:16]CCCC.CC(C)=O. Given the product [CH3:15]/[CH:16]=[CH:5]/[C:4]1[C:3]([O:2][CH3:1])=[CH:10][C:9]([O:11][CH3:12])=[C:8]([O:13][CH3:14])[CH:7]=1, predict the reactants needed to synthesize it. (5) Given the product [CH2:46]([CH:40]1[CH2:41][CH2:42][N:26]([CH2:25][CH2:24][C:23]#[C:22][C:15]2[CH:14]=[C:13]3[C:18](=[CH:17][CH:16]=2)[NH:10][CH:11]=[CH:12]3)[CH2:44][CH2:45]1)[C:30]1[CH:35]=[CH:34][CH:33]=[CH:32][CH:31]=1, predict the reactants needed to synthesize it. The reactants are: C1(S([N:10]2[C:18]3[C:13](=[CH:14][C:15](Br)=[CH:16][CH:17]=3)[CH:12]=[CH:11]2)(=O)=O)C=CC=CC=1.BrC1[CH:22]=[C:23]2C(=CC=1)[NH:26][CH:25]=[CH:24]2.[C:30]1(S(Cl)(=O)=O)[CH:35]=[CH:34][CH:33]=[CH:32][CH:31]=1.[C:40]1([CH3:46])[CH:45]=[CH:44]C=[CH:42][CH:41]=1.